From a dataset of Forward reaction prediction with 1.9M reactions from USPTO patents (1976-2016). Predict the product of the given reaction. (1) Given the reactants S([Cl:11])(C1C=CC(C)=CC=1)(=O)=O.[N+:12]([C:15]1[CH:16]=[C:17]([CH2:25]O)[CH:18]=[C:19]([C:21]([F:24])([F:23])[F:22])[CH:20]=1)([O-:14])=[O:13].C(N(CC)CC)C, predict the reaction product. The product is: [Cl:11][CH2:25][C:17]1[CH:18]=[C:19]([C:21]([F:24])([F:23])[F:22])[CH:20]=[C:15]([N+:12]([O-:14])=[O:13])[CH:16]=1. (2) Given the reactants C([N:3]1[CH:7]=[CH:6][N:5]=[CH:4]1)([N:3]1[CH:7]=[CH:6][N:5]=[CH:4]1)=O.Cl[C:14]1[N:19]=[C:18]([C:20]2[CH:25]=[CH:24][C:23]([Cl:26])=[CH:22][CH:21]=2)[C:17]([C:27]2[CH:32]=[CH:31][C:30]([Cl:33])=[CH:29][CH:28]=2)=[C:16]([NH:34][NH2:35])[N:15]=1.C1C[O:39][CH2:38]C1, predict the reaction product. The product is: [Cl:26][C:23]1[CH:24]=[CH:25][C:20]([C:18]2[N:19]=[C:14]([N:3]3[CH:7]=[CH:6][N:5]=[CH:4]3)[N:15]3[C:38](=[O:39])[NH:35][N:34]=[C:16]3[C:17]=2[C:27]2[CH:28]=[CH:29][C:30]([Cl:33])=[CH:31][CH:32]=2)=[CH:21][CH:22]=1. (3) Given the reactants [Br:1][C:2]1[CH:3]=[C:4]([CH:29]=[CH:30][CH:31]=1)[CH2:5][C@@H:6]([C:25]([O:27]C)=[O:26])[NH:7][C:8]([C@H:10]1[CH2:15][CH2:14][C@H:13]([CH2:16][NH:17][C:18]([O:20][C:21]([CH3:24])([CH3:23])[CH3:22])=[O:19])[CH2:12][CH2:11]1)=[O:9].[OH-].[Na+], predict the reaction product. The product is: [Br:1][C:2]1[CH:3]=[C:4]([CH:29]=[CH:30][CH:31]=1)[CH2:5][C@@H:6]([C:25]([OH:27])=[O:26])[NH:7][C:8]([C@H:10]1[CH2:11][CH2:12][C@H:13]([CH2:16][NH:17][C:18]([O:20][C:21]([CH3:22])([CH3:23])[CH3:24])=[O:19])[CH2:14][CH2:15]1)=[O:9]. (4) Given the reactants Br[C:2]1[C:10]2[N:9]3[CH2:11][CH2:12][NH:13][C:14](=[O:15])[C:8]3=[C:7]([CH3:16])[C:6]=2[CH:5]=[C:4]([Cl:17])[CH:3]=1.[Cl:18][C:19]1[CH:24]=[C:23]([Cl:25])[CH:22]=[CH:21][C:20]=1B(O)O, predict the reaction product. The product is: [Cl:17][C:4]1[CH:3]=[C:2]([C:22]2[CH:21]=[CH:20][C:19]([Cl:18])=[CH:24][C:23]=2[Cl:25])[C:10]2[N:9]3[CH2:11][CH2:12][NH:13][C:14](=[O:15])[C:8]3=[C:7]([CH3:16])[C:6]=2[CH:5]=1. (5) Given the reactants [CH3:1][C:2]([NH:5][CH2:6][C@H:7]([OH:21])[CH2:8][O:9][C:10]1[C:11]([N:15]2[CH2:20][CH2:19][O:18][CH2:17][CH2:16]2)=[N:12][S:13][N:14]=1)([CH3:4])[CH3:3].C(/C(O)=O)=C/C(O)=O, predict the reaction product. The product is: [CH3:4][C:2]([NH:5][CH2:6][C@H:7]([OH:21])[CH2:8][O:9][C:10]1[C:11]([N:15]2[CH2:20][CH2:19][O:18][CH2:17][CH2:16]2)=[N:12][S:13][N:14]=1)([CH3:1])[CH3:3]. (6) Given the reactants [O:1]=[C:2]([N:6]1[CH2:11][CH2:10][CH:9]([O:12][C:13]2[CH:18]=[CH:17][C:16]([CH3:19])=[CH:15][CH:14]=2)[CH2:8][CH2:7]1)[C:3]([OH:5])=O.[NH2:20][C:21]1[CH:22]=[C:23]2[C:27](=[CH:28][CH:29]=1)[NH:26][C:25](=[O:30])[CH2:24]2, predict the reaction product. The product is: [O:1]=[C:2]([N:6]1[CH2:11][CH2:10][CH:9]([O:12][C:13]2[CH:18]=[CH:17][C:16]([CH3:19])=[CH:15][CH:14]=2)[CH2:8][CH2:7]1)[C:3]([NH:20][C:21]1[CH:22]=[C:23]2[C:27](=[CH:28][CH:29]=1)[NH:26][C:25](=[O:30])[CH2:24]2)=[O:5]. (7) Given the reactants [Cl:1][C:2]1[CH:9]=[CH:8][C:5]([CH:6]=O)=[CH:4][C:3]=1[F:10].C([O-])(=O)C.[NH4+].[N+:16]([CH3:19])([O-:18])=[O:17], predict the reaction product. The product is: [Cl:1][C:2]1[CH:9]=[CH:8][C:5](/[CH:6]=[CH:19]/[N+:16]([O-:18])=[O:17])=[CH:4][C:3]=1[F:10].